Dataset: NCI-60 drug combinations with 297,098 pairs across 59 cell lines. Task: Regression. Given two drug SMILES strings and cell line genomic features, predict the synergy score measuring deviation from expected non-interaction effect. (1) Drug 1: CNC(=O)C1=CC=CC=C1SC2=CC3=C(C=C2)C(=NN3)C=CC4=CC=CC=N4. Drug 2: CC12CCC3C(C1CCC2=O)CC(=C)C4=CC(=O)C=CC34C. Cell line: MDA-MB-435. Synergy scores: CSS=28.1, Synergy_ZIP=-0.0862, Synergy_Bliss=5.43, Synergy_Loewe=2.97, Synergy_HSA=4.60. (2) Drug 1: CC1=CC=C(C=C1)C2=CC(=NN2C3=CC=C(C=C3)S(=O)(=O)N)C(F)(F)F. Drug 2: CC12CCC3C(C1CCC2OP(=O)(O)O)CCC4=C3C=CC(=C4)OC(=O)N(CCCl)CCCl.[Na+]. Cell line: MALME-3M. Synergy scores: CSS=2.00, Synergy_ZIP=0.358, Synergy_Bliss=1.74, Synergy_Loewe=-2.76, Synergy_HSA=-2.78. (3) Drug 1: CC1C(C(CC(O1)OC2CC(CC3=C2C(=C4C(=C3O)C(=O)C5=C(C4=O)C(=CC=C5)OC)O)(C(=O)CO)O)N)O.Cl. Drug 2: CN(CC1=CN=C2C(=N1)C(=NC(=N2)N)N)C3=CC=C(C=C3)C(=O)NC(CCC(=O)O)C(=O)O. Cell line: M14. Synergy scores: CSS=17.1, Synergy_ZIP=-5.27, Synergy_Bliss=-4.97, Synergy_Loewe=-9.87, Synergy_HSA=-5.73. (4) Drug 1: COC1=CC(=CC(=C1O)OC)C2C3C(COC3=O)C(C4=CC5=C(C=C24)OCO5)OC6C(C(C7C(O6)COC(O7)C8=CC=CS8)O)O. Drug 2: CC1C(C(CC(O1)OC2CC(CC3=C2C(=C4C(=C3O)C(=O)C5=CC=CC=C5C4=O)O)(C(=O)C)O)N)O. Cell line: SK-MEL-5. Synergy scores: CSS=56.6, Synergy_ZIP=-7.79, Synergy_Bliss=-1.18, Synergy_Loewe=-12.9, Synergy_HSA=2.17. (5) Drug 1: C(=O)(N)NO. Drug 2: N.N.Cl[Pt+2]Cl. Cell line: DU-145. Synergy scores: CSS=33.6, Synergy_ZIP=1.14, Synergy_Bliss=-2.82, Synergy_Loewe=-22.2, Synergy_HSA=-2.27. (6) Drug 1: C1CCN(CC1)CCOC2=CC=C(C=C2)C(=O)C3=C(SC4=C3C=CC(=C4)O)C5=CC=C(C=C5)O. Drug 2: C1CNP(=O)(OC1)N(CCCl)CCCl. Cell line: SN12C. Synergy scores: CSS=0.764, Synergy_ZIP=0.596, Synergy_Bliss=1.51, Synergy_Loewe=-0.521, Synergy_HSA=-0.271. (7) Drug 1: CC1=C(C=C(C=C1)NC2=NC=CC(=N2)N(C)C3=CC4=NN(C(=C4C=C3)C)C)S(=O)(=O)N.Cl. Drug 2: CN(C(=O)NC(C=O)C(C(C(CO)O)O)O)N=O. Cell line: HOP-62. Synergy scores: CSS=-1.71, Synergy_ZIP=-1.93, Synergy_Bliss=-6.34, Synergy_Loewe=-7.01, Synergy_HSA=-5.79. (8) Drug 1: C1CN1C2=NC(=NC(=N2)N3CC3)N4CC4. Drug 2: C#CCC(CC1=CN=C2C(=N1)C(=NC(=N2)N)N)C3=CC=C(C=C3)C(=O)NC(CCC(=O)O)C(=O)O. Cell line: SK-MEL-28. Synergy scores: CSS=18.5, Synergy_ZIP=-4.85, Synergy_Bliss=-0.576, Synergy_Loewe=0.468, Synergy_HSA=-0.408. (9) Drug 1: C1=CN(C(=O)N=C1N)C2C(C(C(O2)CO)O)O.Cl. Drug 2: C1=NC2=C(N=C(N=C2N1C3C(C(C(O3)CO)O)O)F)N. Cell line: 786-0. Synergy scores: CSS=17.0, Synergy_ZIP=-0.290, Synergy_Bliss=5.74, Synergy_Loewe=-18.5, Synergy_HSA=1.11.